From a dataset of Peptide-MHC class II binding affinity with 134,281 pairs from IEDB. Regression. Given a peptide amino acid sequence and an MHC pseudo amino acid sequence, predict their binding affinity value. This is MHC class II binding data. (1) The peptide sequence is LMIMKSNQKNMFLKV. The MHC is H-2-IAb with pseudo-sequence H-2-IAb. The binding affinity (normalized) is 0. (2) The peptide sequence is VAANRIQLLALIATN. The MHC is DRB3_0101 with pseudo-sequence DRB3_0101. The binding affinity (normalized) is 0.0621. (3) The peptide sequence is AAATADTTVYGAFAA. The MHC is HLA-DQA10501-DQB10301 with pseudo-sequence HLA-DQA10501-DQB10301. The binding affinity (normalized) is 0.600. (4) The peptide sequence is MRVPVDTVLLLAVGC. The MHC is H-2-IAd with pseudo-sequence H-2-IAd. The binding affinity (normalized) is 0.327. (5) The peptide sequence is NLDVYDWSIPDDLLA. The MHC is HLA-DQA10301-DQB10302 with pseudo-sequence HLA-DQA10301-DQB10302. The binding affinity (normalized) is 0.350. (6) The peptide sequence is HVKHFVINLIGDFEV. The MHC is H-2-IAb with pseudo-sequence H-2-IAb. The binding affinity (normalized) is 0. (7) The peptide sequence is NMVRRGVRSLSNKIK. The MHC is H-2-IEd with pseudo-sequence H-2-IEd. The binding affinity (normalized) is 0.138. (8) The peptide sequence is FNIQYVNYWFAPGAA. The MHC is DRB1_0802 with pseudo-sequence DRB1_0802. The binding affinity (normalized) is 0.405.